Task: Regression. Given two drug SMILES strings and cell line genomic features, predict the synergy score measuring deviation from expected non-interaction effect.. Dataset: NCI-60 drug combinations with 297,098 pairs across 59 cell lines (1) Drug 1: CS(=O)(=O)C1=CC(=C(C=C1)C(=O)NC2=CC(=C(C=C2)Cl)C3=CC=CC=N3)Cl. Drug 2: CC1=C(C(=O)C2=C(C1=O)N3CC4C(C3(C2COC(=O)N)OC)N4)N. Cell line: HCT116. Synergy scores: CSS=32.5, Synergy_ZIP=-5.83, Synergy_Bliss=-6.81, Synergy_Loewe=-31.5, Synergy_HSA=-6.66. (2) Drug 1: CC(C1=C(C=CC(=C1Cl)F)Cl)OC2=C(N=CC(=C2)C3=CN(N=C3)C4CCNCC4)N. Drug 2: C1CCC(C(C1)N)N.C(=O)(C(=O)[O-])[O-].[Pt+4]. Cell line: MDA-MB-435. Synergy scores: CSS=28.2, Synergy_ZIP=0.542, Synergy_Bliss=10.8, Synergy_Loewe=8.22, Synergy_HSA=8.57.